From a dataset of Peptide-MHC class II binding affinity with 134,281 pairs from IEDB. Regression. Given a peptide amino acid sequence and an MHC pseudo amino acid sequence, predict their binding affinity value. This is MHC class II binding data. The peptide sequence is RKVCYNAVLTHVKIN. The MHC is DRB1_0901 with pseudo-sequence DRB1_0901. The binding affinity (normalized) is 0.383.